Dataset: Forward reaction prediction with 1.9M reactions from USPTO patents (1976-2016). Task: Predict the product of the given reaction. (1) Given the reactants C[O:2][C:3](=[O:58])[C:4]1[CH:9]=[CH:8][C:7]([O:10][CH2:11][CH2:12][O:13][C:14]2[C:19]([C:20]3[CH:25]=[CH:24][CH:23]=[C:22]([C:26]([F:29])([F:28])[F:27])[CH:21]=3)=[CH:18][C:17]([C:30](=[O:46])[NH:31][CH2:32][CH2:33][CH2:34][CH2:35][CH2:36][CH2:37][CH2:38][CH2:39][C:40]3[CH:45]=[CH:44][CH:43]=[CH:42][CH:41]=3)=[CH:16][C:15]=2[C:47]2[CH:52]=[CH:51][CH:50]=[C:49]([C:53]([F:56])([F:55])[F:54])[CH:48]=2)=[CH:6][C:5]=1[OH:57].[OH-].[Na+].Cl, predict the reaction product. The product is: [OH:57][C:5]1[CH:6]=[C:7]([O:10][CH2:11][CH2:12][O:13][C:14]2[C:15]([C:47]3[CH:52]=[CH:51][CH:50]=[C:49]([C:53]([F:54])([F:55])[F:56])[CH:48]=3)=[CH:16][C:17]([C:30](=[O:46])[NH:31][CH2:32][CH2:33][CH2:34][CH2:35][CH2:36][CH2:37][CH2:38][CH2:39][C:40]3[CH:45]=[CH:44][CH:43]=[CH:42][CH:41]=3)=[CH:18][C:19]=2[C:20]2[CH:25]=[CH:24][CH:23]=[C:22]([C:26]([F:27])([F:28])[F:29])[CH:21]=2)[CH:8]=[CH:9][C:4]=1[C:3]([OH:58])=[O:2]. (2) Given the reactants [CH2:1]([C:3]1[CH:4]=[C:5]([CH:31]=[CH:32][C:33]=1[CH2:34][CH3:35])[CH2:6][CH:7]([CH2:11][C:12](=[O:30])[N:13]1[CH2:18][CH2:17][CH:16]([N:19]2[CH2:28][C:27]3[C:22](=[CH:23][CH:24]=[CH:25][CH:26]=3)[NH:21][C:20]2=[O:29])[CH2:15][CH2:14]1)[C:8](O)=[O:9])[CH3:2].[CH3:36][N:37]1[CH2:42][CH2:41][CH:40]([N:43]2[CH2:48][CH2:47][NH:46][CH2:45][CH2:44]2)[CH2:39][CH2:38]1, predict the reaction product. The product is: [CH2:1]([C:3]1[CH:4]=[C:5]([CH:31]=[CH:32][C:33]=1[CH2:34][CH3:35])[CH2:6][CH:7]([CH2:11][C:12]([N:13]1[CH2:14][CH2:15][CH:16]([N:19]2[CH2:28][C:27]3[C:22](=[CH:23][CH:24]=[CH:25][CH:26]=3)[NH:21][C:20]2=[O:29])[CH2:17][CH2:18]1)=[O:30])[C:8]([N:46]1[CH2:47][CH2:48][N:43]([CH:40]2[CH2:39][CH2:38][N:37]([CH3:36])[CH2:42][CH2:41]2)[CH2:44][CH2:45]1)=[O:9])[CH3:2]. (3) Given the reactants CN(C)C=O.[N+:6]([C:9]1[CH:16]=[CH:15][CH:14]=[CH:13][C:10]=1[CH2:11]Br)([O-:8])=[O:7].C(=O)(O)[O-].[Na+].[CH2:22]([O:24][C:25]([C:27]1[CH:36]=[CH:35][C:30]2[N:31]=[C:32]([CH3:34])[NH:33][C:29]=2[CH:28]=1)=[O:26])[CH3:23], predict the reaction product. The product is: [CH2:22]([O:24][C:25]([C:27]1[CH:36]=[CH:35][C:30]2[N:31]([CH2:11][C:10]3[CH:13]=[CH:14][CH:15]=[CH:16][C:9]=3[N+:6]([O-:8])=[O:7])[C:32]([CH3:34])=[N:33][C:29]=2[CH:28]=1)=[O:26])[CH3:23]. (4) Given the reactants [Cl:1][C:2]1[CH:7]=[C:6]([O:8][C:9]2[CH:10]=[C:11]([CH:15]=[CH:16][C:17]=2[F:18])[C:12]([OH:14])=O)[CH:5]=[CH:4][N:3]=1.[F:19][C:20]1[CH:26]=[CH:25][C:24]([CH3:27])=[CH:23][C:21]=1[NH2:22].F[P-](F)(F)(F)(F)F.N1(OC(N(C)C)=[N+](C)C)C2N=CC=CC=2N=N1.CN1CCOCC1, predict the reaction product. The product is: [Cl:1][C:2]1[CH:7]=[C:6]([O:8][C:9]2[CH:10]=[C:11]([CH:15]=[CH:16][C:17]=2[F:18])[C:12]([NH:22][C:21]2[CH:23]=[C:24]([CH3:27])[CH:25]=[CH:26][C:20]=2[F:19])=[O:14])[CH:5]=[CH:4][N:3]=1. (5) Given the reactants [Cl:1][C:2]1[C:11]2[C:6](=[CH:7][C:8]([C:12]3[CH:17]=[CH:16][CH:15]=[CH:14][C:13]=3[C:18]([F:21])([F:20])[F:19])=[CH:9][CH:10]=2)[N:5]=[CH:4][N:3]=1.[F:22][C:23]([F:32])([F:31])[C:24]1[CH:30]=[CH:29][C:27]([NH2:28])=[CH:26][CH:25]=1, predict the reaction product. The product is: [F:22][C:23]([F:31])([F:32])[C:24]1[CH:25]=[CH:26][C:27]([NH:28][C:2]2[C:11]3[C:6](=[CH:7][C:8]([C:12]4[CH:17]=[CH:16][CH:15]=[CH:14][C:13]=4[C:18]([F:21])([F:20])[F:19])=[CH:9][CH:10]=3)[N:5]=[CH:4][N:3]=2)=[CH:29][CH:30]=1.[ClH:1]. (6) Given the reactants [NH2:1][C:2]1[N:7]=[C:6]([C:8]2[CH:15]=[CH:14][C:11]([C:12]#[N:13])=[C:10]([F:16])[CH:9]=2)[CH:5]=[C:4]([N:17]2[CH2:22][CH2:21][CH2:20][C@@H:19]([NH2:23])[CH2:18]2)[N:3]=1.[C:24]([O-:27])(O)=[O:25].[Na+], predict the reaction product. The product is: [C:8]1([CH2:6][O:27][C:24](=[O:25])[NH:23][C@@H:19]2[CH2:20][CH2:21][CH2:22][N:17]([C:4]3[CH:5]=[C:6]([C:8]4[CH:15]=[CH:14][C:11]([C:12]#[N:13])=[C:10]([F:16])[CH:9]=4)[N:7]=[C:2]([NH2:1])[N:3]=3)[CH2:18]2)[CH:15]=[CH:14][CH:11]=[CH:10][CH:9]=1. (7) Given the reactants [Br:1][C:2]1[CH:25]=[CH:24][CH:23]=[CH:22][C:3]=1[CH2:4][S:5]([N:8]1[CH2:13][CH2:12][CH:11]([NH:14]C(=O)OC(C)(C)C)[CH2:10][CH2:9]1)(=[O:7])=[O:6], predict the reaction product. The product is: [Br:1][C:2]1[CH:25]=[CH:24][CH:23]=[CH:22][C:3]=1[CH2:4][S:5]([N:8]1[CH2:13][CH2:12][CH:11]([NH2:14])[CH2:10][CH2:9]1)(=[O:6])=[O:7].